This data is from Forward reaction prediction with 1.9M reactions from USPTO patents (1976-2016). The task is: Predict the product of the given reaction. (1) Given the reactants [SH:1][C:2]1[NH:3][CH:4]=[C:5]([C:7]([O:9][CH2:10][CH3:11])=[O:8])[N:6]=1.F[C:13]1[CH:18]=[CH:17][C:16]([N+:19]([O-:21])=[O:20])=[CH:15][CH:14]=1.C(=O)([O-])[O-].[K+].[K+].[OH2:28], predict the reaction product. The product is: [N+:19]([C:16]1[CH:17]=[CH:18][C:13]([N:3]2[CH:4]=[C:5]([C:7]([O:9][CH2:10][CH3:11])=[O:8])[N:6]=[C:2]2[S:1][C:13]2[CH:18]=[CH:17][C:16]([N+:19]([O-:20])=[O:28])=[CH:15][CH:14]=2)=[CH:14][CH:15]=1)([O-:21])=[O:20]. (2) Given the reactants [C:1]1([CH2:7][CH2:8][C:9]([OH:11])=O)[CH:6]=[CH:5][CH:4]=[CH:3][CH:2]=1.[NH2:12][C@H:13]([CH2:17]O)[CH:14]([CH3:16])[CH3:15], predict the reaction product. The product is: [CH:14]([C@H:13]1[CH2:17][O:11][C:9]([CH2:8][CH2:7][C:1]2[CH:2]=[CH:3][CH:4]=[CH:5][CH:6]=2)=[N:12]1)([CH3:16])[CH3:15]. (3) Given the reactants [I:1][C:2]1[CH:3]=[C:4]([CH3:10])[C:5]([O:8][CH3:9])=[N:6][CH:7]=1.C1C(=O)N([Br:18])C(=O)C1.CC(N=NC(C#N)(C)C)(C#N)C, predict the reaction product. The product is: [Br:18][CH2:10][C:4]1[C:5]([O:8][CH3:9])=[N:6][CH:7]=[C:2]([I:1])[CH:3]=1. (4) Given the reactants C(O[C:4]([C:6]1[C:15](=[O:16])[C:14]2[C:9](=[N:10][C:11]([C:17]([F:20])([F:19])[F:18])=[CH:12][CH:13]=2)[N:8]([CH2:21][C:22]2[CH:27]=[CH:26][CH:25]=[C:24]([Br:28])[N:23]=2)[CH:7]=1)=[O:5])C.Cl.[CH3:30][NH:31][O:32][CH3:33].C[Al](C)C, predict the reaction product. The product is: [CH3:33][O:32][N:31]([CH3:30])[C:4]([C:6]1[C:15](=[O:16])[C:14]2[C:9](=[N:10][C:11]([C:17]([F:18])([F:20])[F:19])=[CH:12][CH:13]=2)[N:8]([CH2:21][C:22]2[CH:27]=[CH:26][CH:25]=[C:24]([Br:28])[N:23]=2)[CH:7]=1)=[O:5]. (5) Given the reactants [C:1]([CH:4]1[CH2:9][CH2:8][N:7]([C:10]([O:12][C:13]([CH3:16])([CH3:15])[CH3:14])=[O:11])[CH2:6][CH2:5]1)(=O)[CH3:2].C([O-])(=O)C.[NH4+].[B-]C#[N:24].[Na+], predict the reaction product. The product is: [NH2:24][CH:1]([CH:4]1[CH2:9][CH2:8][N:7]([C:10]([O:12][C:13]([CH3:16])([CH3:15])[CH3:14])=[O:11])[CH2:6][CH2:5]1)[CH3:2]. (6) The product is: [CH2:1]([O:3][C:4](=[O:29])[CH2:5][N:6]1[C:14]2[C:9](=[C:10]([Br:15])[CH:11]=[CH:12][CH:13]=2)[C:8]2([CH2:16][O:17][C:19]3[CH:20]=[C:21]4[C:22](=[CH:26][C:18]2=3)[CH2:23][CH2:24][O:25]4)[C:7]1=[O:28])[CH3:2]. Given the reactants [CH2:1]([O:3][C:4](=[O:29])[CH2:5][N:6]1[C:14]2[C:9](=[C:10]([Br:15])[CH:11]=[CH:12][CH:13]=2)[C:8]([C:18]2[C:19](O)=[CH:20][C:21]3[O:25][CH2:24][CH2:23][C:22]=3[CH:26]=2)([CH2:16][OH:17])[C:7]1=[O:28])[CH3:2].ClC1C=CC(Cl)=C2C=1C(C1C(O)=CC3OCOC=3C=1)(CO)C(=O)N2CCCCC, predict the reaction product. (7) Given the reactants [OH:1][C:2]1[CH:7]=[CH:6][N:5]=[C:4]([C:8]([OH:10])=[O:9])[CH:3]=1.OS(O)(=O)=O.[CH3:16]O, predict the reaction product. The product is: [OH:1][C:2]1[CH:7]=[CH:6][N:5]=[C:4]([C:8]([O:10][CH3:16])=[O:9])[CH:3]=1.